Dataset: Catalyst prediction with 721,799 reactions and 888 catalyst types from USPTO. Task: Predict which catalyst facilitates the given reaction. Reactant: [CH3:1][O:2][C:3]1[CH:8]=[CH:7][CH:6]=[CH:5][C:4]=1[N:9]1[CH2:14][CH2:13][NH:12][CH2:11][CH2:10]1.C(N(CC)CC)C.Br[CH2:23][C:24]1[N:28]([CH3:29])[N:27]([C:30]2[CH:35]=[CH:34][CH:33]=[CH:32][CH:31]=2)[C:26](=[O:36])[C:25]=1[O:37][CH3:38].O. Product: [CH3:38][O:37][C:25]1[C:26](=[O:36])[N:27]([C:30]2[CH:35]=[CH:34][CH:33]=[CH:32][CH:31]=2)[N:28]([CH3:29])[C:24]=1[CH2:23][N:12]1[CH2:13][CH2:14][N:9]([C:4]2[CH:5]=[CH:6][CH:7]=[CH:8][C:3]=2[O:2][CH3:1])[CH2:10][CH2:11]1. The catalyst class is: 76.